Dataset: Catalyst prediction with 721,799 reactions and 888 catalyst types from USPTO. Task: Predict which catalyst facilitates the given reaction. (1) Reactant: [H-].[Na+].[C:3]1([SH:9])[CH:8]=[CH:7][CH:6]=[CH:5][CH:4]=1.Cl[C:11]1[CH:20]=[CH:19][C:18]2[C:13](=[C:14]([C:21]3[NH:29][C:28]4[CH2:27][CH2:26][NH:25][C:24](=[O:30])[C:23]=4[CH:22]=3)[CH:15]=[CH:16][CH:17]=2)[N:12]=1.CO. Product: [C:3]1([S:9][C:11]2[CH:20]=[CH:19][C:18]3[C:13](=[C:14]([C:21]4[NH:29][C:28]5[CH2:27][CH2:26][NH:25][C:24](=[O:30])[C:23]=5[CH:22]=4)[CH:15]=[CH:16][CH:17]=3)[N:12]=2)[CH:8]=[CH:7][CH:6]=[CH:5][CH:4]=1. The catalyst class is: 37. (2) Reactant: [C:1]([NH:4][C:5]1[CH:6]=[C:7]2[C:11](=[CH:12][C:13]=1[C:14]#[N:15])[CH:10]([NH:16][C:17]1[CH:29]=[CH:28][C:20]([C:21]([O:23][C:24]([CH3:27])([CH3:26])[CH3:25])=[O:22])=[CH:19][CH:18]=1)[CH2:9][CH2:8]2)(=O)[CH3:2].C([OH:32])C.OO.[OH-].[Na+]. Product: [CH3:2][C:1]1[NH:15][C:14](=[O:32])[C:13]2[C:5](=[CH:6][C:7]3[CH2:8][CH2:9][CH:10]([NH:16][C:17]4[CH:18]=[CH:19][C:20]([C:21]([O:23][C:24]([CH3:27])([CH3:26])[CH3:25])=[O:22])=[CH:28][CH:29]=4)[C:11]=3[CH:12]=2)[N:4]=1. The catalyst class is: 6.